Dataset: Forward reaction prediction with 1.9M reactions from USPTO patents (1976-2016). Task: Predict the product of the given reaction. (1) Given the reactants Br[C:2]1[S:3][CH:4]=[CH:5][C:6]=1[C:7]1[CH:12]=[CH:11][CH:10]=[CH:9][C:8]=1[O:13][CH2:14][CH2:15][O:16][CH2:17][CH2:18][O:19][CH3:20].C([Sn](CCCC)(CCCC)[C:26]1[S:27][CH:28]=[C:29]2[C:34]=1[O:33][CH2:32][CH2:31][O:30]2)CCC, predict the reaction product. The product is: [CH3:20][O:19][CH2:18][CH2:17][O:16][CH2:15][CH2:14][O:13][C:8]1[CH:9]=[CH:10][CH:11]=[CH:12][C:7]=1[C:6]1[CH:5]=[CH:4][S:3][C:2]=1[C:26]1[S:27][CH:28]=[C:29]2[C:34]=1[O:33][CH2:32][CH2:31][O:30]2. (2) Given the reactants C[O:2][C:3](=[O:39])[C:4]([NH:29][C:30](=[O:38])[C:31]1[CH:36]=[C:35]([OH:37])[CH:34]=[CH:33][CH:32]=1)([NH:7][C:8]([C:10]1[C:11]([CH3:28])=[N:12][C:13]([NH:17][CH2:18][CH2:19][CH2:20][C:21]2[CH:26]=[CH:25][CH:24]=[C:23]([OH:27])[CH:22]=2)=[N:14][C:15]=1[CH3:16])=[O:9])[CH2:5][OH:6].O.[OH-].[Li+], predict the reaction product. The product is: [OH:6][CH2:5][C:4]([NH:29][C:30](=[O:38])[C:31]1[CH:36]=[C:35]([OH:37])[CH:34]=[CH:33][CH:32]=1)([NH:7][C:8]([C:10]1[C:11]([CH3:28])=[N:12][C:13]([NH:17][CH2:18][CH2:19][CH2:20][C:21]2[CH:26]=[CH:25][CH:24]=[C:23]([OH:27])[CH:22]=2)=[N:14][C:15]=1[CH3:16])=[O:9])[C:3]([OH:39])=[O:2]. (3) Given the reactants [CH:1]1([C@@H:7]([NH:9][C:10]([C:12]2[C:21]3[C:16](=[CH:17][CH:18]=[CH:19][CH:20]=3)[N:15]=[C:14]([C:22]3[CH:27]=[CH:26][CH:25]=[CH:24][CH:23]=3)[C:13]=2[CH2:28][N:29]2[CH2:34][CH2:33][N:32]([C:35](=[N:38][C:39]#[N:40])SC)[CH2:31][CH2:30]2)=[O:11])[CH3:8])[CH2:6][CH2:5][CH2:4][CH2:3][CH2:2]1.[NH:41]1[CH2:45][CH2:44][CH2:43][CH2:42]1, predict the reaction product. The product is: [CH:1]1([C@@H:7]([NH:9][C:10]([C:12]2[C:21]3[C:16](=[CH:17][CH:18]=[CH:19][CH:20]=3)[N:15]=[C:14]([C:22]3[CH:27]=[CH:26][CH:25]=[CH:24][CH:23]=3)[C:13]=2[CH2:28][N:29]2[CH2:34][CH2:33][N:32]([C:35](=[N:38][C:39]#[N:40])[N:41]3[CH2:45][CH2:44][CH2:43][CH2:42]3)[CH2:31][CH2:30]2)=[O:11])[CH3:8])[CH2:6][CH2:5][CH2:4][CH2:3][CH2:2]1. (4) The product is: [CH3:19][O:20][CH2:21][O:1][C:2]1[C:6]([C:7]([O:9][CH2:10][CH3:11])=[O:8])=[CH:5][N:4]([C:12]([O:14][C:15]([CH3:17])([CH3:16])[CH3:18])=[O:13])[N:3]=1. Given the reactants [OH:1][C:2]1[C:6]([C:7]([O:9][CH2:10][CH3:11])=[O:8])=[CH:5][N:4]([C:12]([O:14][C:15]([CH3:18])([CH3:17])[CH3:16])=[O:13])[N:3]=1.[CH3:19][O:20][CH2:21]Cl.C(N(CC)C(C)C)(C)C.C(=O)([O-])O.[Na+], predict the reaction product. (5) Given the reactants N(C(OC(C)C)=O)=NC(OC(C)C)=O.[OH:15][CH2:16][CH:17]1[CH2:22][CH2:21][N:20]([C:23]([O:25][CH:26]([CH3:28])[CH3:27])=[O:24])[CH2:19][CH2:18]1.[Br:29][C:30]1[CH:35]=[CH:34][C:33](O)=[CH:32][CH:31]=1.C1C=CC(P(C2C=CC=CC=2)C2C=CC=CC=2)=CC=1, predict the reaction product. The product is: [Br:29][C:30]1[CH:35]=[CH:34][C:33]([O:15][CH2:16][CH:17]2[CH2:22][CH2:21][N:20]([C:23]([O:25][CH:26]([CH3:28])[CH3:27])=[O:24])[CH2:19][CH2:18]2)=[CH:32][CH:31]=1. (6) Given the reactants [CH3:1][C:2]([O:41][CH2:42][C@@H:43]1[CH2:45][O:44]1)([CH3:40])[CH2:3][N:4]1[CH:8]=[CH:7][C:6]([NH:9][C:10]([CH:12]2[CH:16]([C:17]3[CH:22]=[CH:21][CH:20]=[C:19]([Cl:23])[C:18]=3[F:24])[C:15]([C:27]3[CH:32]=[CH:31][C:30]([Cl:33])=[CH:29][C:28]=3[F:34])([C:25]#[N:26])[CH:14]([CH2:35][C:36]([CH3:39])([CH3:38])[CH3:37])[NH:13]2)=[O:11])=[N:5]1.C(O)(C)C.[OH-].[NH4+:51], predict the reaction product. The product is: [NH2:51][CH2:45][C@H:43]([OH:44])[CH2:42][O:41][C:2]([CH3:1])([CH3:40])[CH2:3][N:4]1[CH:8]=[CH:7][C:6]([NH:9][C:10]([CH:12]2[CH:16]([C:17]3[CH:22]=[CH:21][CH:20]=[C:19]([Cl:23])[C:18]=3[F:24])[C:15]([C:27]3[CH:32]=[CH:31][C:30]([Cl:33])=[CH:29][C:28]=3[F:34])([C:25]#[N:26])[CH:14]([CH2:35][C:36]([CH3:38])([CH3:39])[CH3:37])[NH:13]2)=[O:11])=[N:5]1. (7) Given the reactants [Br:1][C:2]1[CH:3]=[CH:4][C:5]2[S:9][C:8]([CH2:10][CH2:11][OH:12])=[N:7][C:6]=2[CH:13]=1.CCN(CC)CC.[CH3:21][S:22](Cl)(=[O:24])=[O:23], predict the reaction product. The product is: [Br:1][C:2]1[CH:3]=[CH:4][C:5]2[S:9][C:8]([CH2:10][CH2:11][O:12][S:22]([CH3:21])(=[O:24])=[O:23])=[N:7][C:6]=2[CH:13]=1.